From a dataset of Full USPTO retrosynthesis dataset with 1.9M reactions from patents (1976-2016). Predict the reactants needed to synthesize the given product. Given the product [NH2:20][C:21]1[N:30]=[C:29]([C:31]([N:33]2[CH2:34][C:35]3[C:40](=[CH:39][CH:38]=[CH:37][CH:36]=3)[CH2:41]2)=[O:32])[C:28]2[C:23](=[CH:24][CH:25]=[C:26]([C:2]3[C:3]([CH:11]=[O:12])=[CH:4][C:5]4[O:9][CH2:8][O:7][C:6]=4[CH:10]=3)[CH:27]=2)[N:22]=1, predict the reactants needed to synthesize it. The reactants are: Br[C:2]1[C:3]([CH:11]=[O:12])=[CH:4][C:5]2[O:9][CH2:8][O:7][C:6]=2[CH:10]=1.C(=O)([O-])[O-].[K+].[K+].O.[NH2:20][C:21]1[N:30]=[C:29]([C:31]([N:33]2[CH2:41][C:40]3[C:35](=[CH:36][CH:37]=[CH:38][CH:39]=3)[CH2:34]2)=[O:32])[C:28]2[C:23](=[CH:24][CH:25]=[C:26](B3OC(C)(C)C(C)(C)O3)[CH:27]=2)[N:22]=1.